Task: Predict the reaction yield, written as a fraction of the theoretical maximum amount of product (1.0 means a 100% yield; for example, 0.34 means a 34% yield).. Dataset: Reaction yield outcomes from USPTO patents with 853,638 reactions (1) The reactants are [CH:1]1[CH:8]=[CH:7][C:5](=[O:6])[C:4]([OH:9])=[CH:3][CH:2]=1.[N:10]1[CH:15]=[CH:14][CH:13]=[N:12][C:11]=1[N:16]1[CH2:21][CH2:20][NH:19][CH2:18][CH2:17]1.[C:22](O)(=O)C.C=O. The catalyst is CO. The product is [OH:6][C:5]1[C:4](=[O:9])[C:3]([CH2:22][N:19]2[CH2:20][CH2:21][N:16]([C:11]3[N:12]=[CH:13][CH:14]=[CH:15][N:10]=3)[CH2:17][CH2:18]2)=[CH:2][CH:1]=[CH:8][CH:7]=1. The yield is 0.180. (2) The reactants are [CH2:1]([O:3][C:4]([N:6]1[CH2:11][CH2:10][CH:9]([NH:12][S:13]([C:16]2[C:25]3[CH2:24][CH2:23][CH2:22][CH2:21][C:20]=3[C:19]([NH:26][C:27](=[O:35])[C:28]3[CH:33]=[CH:32][CH:31]=[CH:30][C:29]=3[CH3:34])=[CH:18][CH:17]=2)(=[O:15])=[O:14])[CH2:8][CH2:7]1)=[O:5])[CH3:2].S([O-])([O-])(=O)=[O:37].[Mg+2].[Mn]([O-])(=O)(=O)=O.[K+]. The catalyst is CC(C)=O. The product is [CH2:1]([O:3][C:4]([N:6]1[CH2:7][CH2:8][CH:9]([NH:12][S:13]([C:16]2[C:25]3[CH2:24][CH2:23][CH2:22][C:21](=[O:37])[C:20]=3[C:19]([NH:26][C:27](=[O:35])[C:28]3[CH:33]=[CH:32][CH:31]=[CH:30][C:29]=3[CH3:34])=[CH:18][CH:17]=2)(=[O:15])=[O:14])[CH2:10][CH2:11]1)=[O:5])[CH3:2]. The yield is 0.170. (3) The reactants are [C:1]1([C@@H:7]2[C@@H:16]3[CH2:17][CH2:18][NH:19][C@@H:15]3[C:14]3[CH:13]=[CH:12][CH:11]=[CH:10][C:9]=3[NH:8]2)[CH:6]=[CH:5][CH:4]=[CH:3][CH:2]=1.[C:20]([NH:28][C@@H:29]1[CH2:34][CH2:33][CH2:32][CH2:31][C@@H:30]1[C:35](O)=[O:36])(=[O:27])[C:21]1[CH:26]=[CH:25][CH:24]=[CH:23][CH:22]=1.C(N(CC)CC)C.CCOC(OC(OCC)=O)=O.C(=O)([O-])O.[Na+]. The catalyst is O1CCCC1.C(#N)C. The product is [C:1]1([C@H:7]2[C@H:16]3[CH2:17][CH2:18][N:19]([C:35]([C@H:30]4[CH2:31][CH2:32][CH2:33][CH2:34][C@H:29]4[NH:28][C:20](=[O:27])[C:21]4[CH:22]=[CH:23][CH:24]=[CH:25][CH:26]=4)=[O:36])[C@H:15]3[C:14]3[CH:13]=[CH:12][CH:11]=[CH:10][C:9]=3[NH:8]2)[CH:2]=[CH:3][CH:4]=[CH:5][CH:6]=1. The yield is 0.620. (4) The reactants are [C:1]([O:5][C:6]([NH:8][CH:9]1[CH:13]([OH:14])[CH2:12][N:11]([C:15]([O:17][CH2:18][C:19]2[CH:24]=[CH:23][CH:22]=[CH:21][CH:20]=2)=[O:16])[CH2:10]1)=[O:7])([CH3:4])([CH3:3])[CH3:2].[H-].[Na+].[CH2:27](Br)[CH:28]=[CH2:29].O. The catalyst is C1COCC1. The product is [CH2:29]([O:14][C@@H:13]1[C@@H:9]([NH:8][C:6]([O:5][C:1]([CH3:4])([CH3:2])[CH3:3])=[O:7])[CH2:10][N:11]([C:15]([O:17][CH2:18][C:19]2[CH:24]=[CH:23][CH:22]=[CH:21][CH:20]=2)=[O:16])[CH2:12]1)[CH:28]=[CH2:27]. The yield is 0.730. (5) The reactants are [NH2:1][C:2]1[CH:7]=[CH:6][C:5]([OH:8])=[CH:4][C:3]=1[CH2:9][NH:10][CH:11]1[CH2:16][CH2:15][N:14]([CH2:17][C:18]2[CH:23]=[CH:22][CH:21]=[CH:20][CH:19]=2)[CH2:13][CH2:12]1.[C:24](C1NC=CN=1)(C1NC=CN=1)=[O:25]. The catalyst is O1CCCC1. The product is [CH2:17]([N:14]1[CH2:13][CH2:12][CH:11]([N:10]2[CH2:9][C:3]3[C:2](=[CH:7][CH:6]=[C:5]([OH:8])[CH:4]=3)[NH:1][C:24]2=[O:25])[CH2:16][CH2:15]1)[C:18]1[CH:19]=[CH:20][CH:21]=[CH:22][CH:23]=1. The yield is 0.570.